From a dataset of Forward reaction prediction with 1.9M reactions from USPTO patents (1976-2016). Predict the product of the given reaction. (1) Given the reactants [NH2:1][C:2]1[N:7]=[CH:6][C:5]([CH2:8][CH:9]([C:15]2[N:16]=[CH:17][NH:18][CH:19]=2)[C:10]([O:12][CH2:13][CH3:14])=[O:11])=[CH:4][CH:3]=1.Br[CH:21]1[CH2:26][CH2:25][N:24]([C:27]([O:29][CH2:30][C:31]2[CH:36]=[CH:35][CH:34]=[CH:33][CH:32]=2)=[O:28])[CH2:23][CH2:22]1.C(N(CC)CC)C.CC(=O)OCC.O, predict the reaction product. The product is: [NH2:1][C:2]1[N:7]=[CH:6][C:5]([CH2:8][CH:9]([C:15]2[N:16]=[CH:17][N:18]([CH:21]3[CH2:26][CH2:25][N:24]([C:27]([O:29][CH2:30][C:31]4[CH:32]=[CH:33][CH:34]=[CH:35][CH:36]=4)=[O:28])[CH2:23][CH2:22]3)[CH:19]=2)[C:10]([O:12][CH2:13][CH3:14])=[O:11])=[CH:4][CH:3]=1. (2) Given the reactants [N:1]1[CH:6]=[CH:5][N:4]=[CH:3][C:2]=1[S:7]([O-:10])(=O)=[O:8].[Na+].S(Cl)([Cl:14])=O.CN(C=O)C, predict the reaction product. The product is: [N:1]1[CH:6]=[CH:5][N:4]=[CH:3][C:2]=1[S:7]([Cl:14])(=[O:10])=[O:8]. (3) Given the reactants Br[C:2]1[CH:11]=[CH:10][C:5]2[C:6](=[O:9])[O:7][CH2:8][C:4]=2[C:3]=1[Cl:12].[CH2:13]([Sn](CCCC)(CCCC)CCCC)[CH:14]=[CH2:15].[Cl-].[Li+], predict the reaction product. The product is: [CH2:15]([C:2]1[CH:11]=[CH:10][C:5]2[C:6](=[O:9])[O:7][CH2:8][C:4]=2[C:3]=1[Cl:12])[CH:14]=[CH2:13]. (4) Given the reactants FC(F)(F)C(OC(=O)C(F)(F)F)=O.[Br:14][C:15]1[C:23]([O:24][CH3:25])=[CH:22][C:18]([C:19]([NH2:21])=O)=[CH:17][C:16]=1[O:26][CH3:27].N1C=CC=CC=1, predict the reaction product. The product is: [Br:14][C:15]1[C:23]([O:24][CH3:25])=[CH:22][C:18]([C:19]#[N:21])=[CH:17][C:16]=1[O:26][CH3:27]. (5) Given the reactants Br[C:2]1[CH:21]=[CH:20][C:19]([O:22][CH3:23])=[CH:18][C:3]=1[CH2:4][O:5][C:6]1[C:15]2[C:10](=[C:11]([O:16][CH3:17])[CH:12]=[CH:13][CH:14]=2)[CH:9]=[CH:8][CH:7]=1.C([O-])(=O)C.[K+], predict the reaction product. The product is: [CH3:17][O:16][C:11]1[C:10]2=[CH:9][CH:8]=[C:7]3[C:6]([O:5][CH2:4][C:3]4[CH:18]=[C:19]([O:22][CH3:23])[CH:20]=[CH:21][C:2]3=4)=[C:15]2[CH:14]=[CH:13][CH:12]=1.